This data is from Full USPTO retrosynthesis dataset with 1.9M reactions from patents (1976-2016). The task is: Predict the reactants needed to synthesize the given product. Given the product [CH2:1]([N:3]1[C:7]([O:8][C:18]2[CH:25]=[CH:24][C:21]([CH:22]=[O:23])=[CH:20][CH:19]=2)=[CH:6][C:5]([C:9]2[CH:10]=[C:11]([CH:14]=[CH:15][CH:16]=2)[C:12]#[N:13])=[N:4]1)[CH3:2], predict the reactants needed to synthesize it. The reactants are: [CH2:1]([N:3]1[C:7](=[O:8])[CH:6]=[C:5]([C:9]2[CH:10]=[C:11]([CH:14]=[CH:15][CH:16]=2)[C:12]#[N:13])[NH:4]1)[CH3:2].F[C:18]1[CH:25]=[CH:24][C:21]([CH:22]=[O:23])=[CH:20][CH:19]=1.